Dataset: Blood-brain barrier permeability classification from the B3DB database. Task: Regression/Classification. Given a drug SMILES string, predict its absorption, distribution, metabolism, or excretion properties. Task type varies by dataset: regression for continuous measurements (e.g., permeability, clearance, half-life) or binary classification for categorical outcomes (e.g., BBB penetration, CYP inhibition). Dataset: b3db_classification. (1) The compound is CCc1c(C)[nH]c2c1C(=O)[C@@H](CN1CCOCC1)CC2. The result is 1 (penetrates BBB). (2) The drug is O=C(NCCSc1ccc(Cl)cc1)/C(=C/c1ccco1)c1ccccc1. The result is 1 (penetrates BBB). (3) The compound is CCC(=O)OC(Cc1ccccc1)(c1ccccc1)C(C)CN(C)C. The result is 1 (penetrates BBB). (4) The drug is COc1ccc([C@H]2[C@@H](S(C)(=O)=O)[C@@]2(CO)C(=O)O)cc1. The result is 1 (penetrates BBB).